Dataset: NCI-60 drug combinations with 297,098 pairs across 59 cell lines. Task: Regression. Given two drug SMILES strings and cell line genomic features, predict the synergy score measuring deviation from expected non-interaction effect. Drug 1: COC1=C(C=C2C(=C1)N=CN=C2NC3=CC(=C(C=C3)F)Cl)OCCCN4CCOCC4. Drug 2: CC1=C2C(C(=O)C3(C(CC4C(C3C(C(C2(C)C)(CC1OC(=O)C(C(C5=CC=CC=C5)NC(=O)OC(C)(C)C)O)O)OC(=O)C6=CC=CC=C6)(CO4)OC(=O)C)O)C)O. Cell line: SW-620. Synergy scores: CSS=54.1, Synergy_ZIP=12.0, Synergy_Bliss=10.2, Synergy_Loewe=-4.52, Synergy_HSA=12.7.